From a dataset of Forward reaction prediction with 1.9M reactions from USPTO patents (1976-2016). Predict the product of the given reaction. (1) Given the reactants Cl.Cl.[NH2:3][C@@H:4]([CH2:7][C:8]1[CH:13]=[CH:12][C:11]([O:14][C:15]2[C:20]([CH2:21][OH:22])=[CH:19][CH:18]=[CH:17][N:16]=2)=[CH:10][CH:9]=1)[CH2:5][OH:6].C[O-].[Na+].CO.[N:28]1[CH:33]=[CH:32][CH:31]=[C:30]([C@@H:34]2[CH2:36][O:35]2)[CH:29]=1.C(O)(C)C, predict the reaction product. The product is: [N:28]1[CH:33]=[CH:32][CH:31]=[C:30]([C@@H:34]([OH:35])[CH2:36][NH:3][C@@H:4]([CH2:7][C:8]2[CH:9]=[CH:10][C:11]([O:14][C:15]3[C:20]([CH2:21][OH:22])=[CH:19][CH:18]=[CH:17][N:16]=3)=[CH:12][CH:13]=2)[CH2:5][OH:6])[CH:29]=1. (2) Given the reactants [F:1][C:2]1[CH:7]=[CH:6][C:5]([C:8]([CH2:20][N:21]2[CH:25]=[CH:24][N:23]=[CH:22]2)=[CH:9][C:10]2[CH:11]=[C:12]([CH:17]=[CH:18][CH:19]=2)[C:13]([O:15]C)=[O:14])=[CH:4][CH:3]=1.[OH-].[Na+], predict the reaction product. The product is: [F:1][C:2]1[CH:7]=[CH:6][C:5](/[C:8](/[CH2:20][N:21]2[CH:25]=[CH:24][N:23]=[CH:22]2)=[CH:9]\[C:10]2[CH:11]=[C:12]([CH:17]=[CH:18][CH:19]=2)[C:13]([OH:15])=[O:14])=[CH:4][CH:3]=1. (3) Given the reactants [Br:1][C:2]1[CH:7]=[CH:6][C:5]([C:8]2[NH:12][C:11]([C@@H:13]3[CH2:17][CH2:16][CH2:15][N:14]3[C:18]([O:20]C(C)(C)C)=O)=[N:10][CH:9]=2)=[CH:4][CH:3]=1.[NH2:25][C@@H:26]([CH:30]([CH3:32])[CH3:31])C(O)=O, predict the reaction product. The product is: [NH2:25][C@@H:26]([CH:30]([CH3:32])[CH3:31])[C:18]([N:14]1[CH2:15][CH2:16][CH2:17][C@H:13]1[C:11]1[NH:12][C:8]([C:5]2[CH:4]=[CH:3][C:2]([Br:1])=[CH:7][CH:6]=2)=[CH:9][N:10]=1)=[O:20]. (4) Given the reactants [Mg].Br[C:3]1[CH:8]=[C:7]([F:9])[CH:6]=[C:5]([F:10])[CH:4]=1.[CH2:11]1[O:21][C:14]2([CH2:19][CH2:18][CH2:17][CH2:16][C:15]2=O)[O:13][CH2:12]1.[Cl-].[NH4+], predict the reaction product. The product is: [CH2:11]1[O:21][C:14]2([CH2:19][CH2:18][CH:17]([C:3]3[CH:8]=[C:7]([F:9])[CH:6]=[C:5]([F:10])[CH:4]=3)[CH2:16][CH2:15]2)[O:13][CH2:12]1. (5) Given the reactants [NH2:1][C:2]1[CH:15]=[C:14]2[C:5]([O:6][CH:7]3[CH:12]([C:13]42[CH2:19][O:18][C:17]([NH:20][C:21](=[O:27])[O:22][C:23]([CH3:26])([CH3:25])[CH3:24])=[N:16]4)[CH2:11][CH2:10][CH2:9][CH2:8]3)=[CH:4][CH:3]=1.[CH3:28][C:29]1[O:30][CH:31]=[C:32]([C:34](O)=[O:35])[N:33]=1.O.[Cl-].COC1N=C(OC)N=C([N+]2(C)CCOCC2)N=1, predict the reaction product. The product is: [CH3:28][C:29]1[O:30][CH:31]=[C:32]([C:34]([NH:1][C:2]2[CH:15]=[C:14]3[C:5]([O:6][CH:7]4[CH:12]([C:13]53[CH2:19][O:18][C:17]([NH:20][C:21](=[O:27])[O:22][C:23]([CH3:24])([CH3:26])[CH3:25])=[N:16]5)[CH2:11][CH2:10][CH2:9][CH2:8]4)=[CH:4][CH:3]=2)=[O:35])[N:33]=1. (6) Given the reactants [CH2:1]([O:3][C:4]1[CH:9]=[CH:8][C:7]([CH:10]2[CH2:15][CH2:14][CH:13]([CH:16]3[CH2:21][CH2:20][CH:19]([CH2:22][CH2:23][CH3:24])[CH2:18][CH2:17]3)[O:12][CH:11]2O)=[C:6]([F:26])[C:5]=1[F:27])[CH3:2].O.C1(C)C=CC(S([O-])(=O)=O)=CC=1.[Na+].C(=O)(O)[O-].[Na+], predict the reaction product. The product is: [CH2:1]([O:3][C:4]1[CH:9]=[CH:8][C:7]([C:10]2[CH2:15][CH2:14][CH:13]([CH:16]3[CH2:21][CH2:20][CH:19]([CH2:22][CH2:23][CH3:24])[CH2:18][CH2:17]3)[O:12][CH:11]=2)=[C:6]([F:26])[C:5]=1[F:27])[CH3:2].